Dataset: Catalyst prediction with 721,799 reactions and 888 catalyst types from USPTO. Task: Predict which catalyst facilitates the given reaction. (1) Reactant: [NH:1]1[CH2:6][CH2:5][NH:4][CH2:3][C:2]1=[O:7].[O:8](C(OC(C)(C)C)=O)[C:9]([O:11][C:12]([CH3:15])([CH3:14])[CH3:13])=O. Product: [O:7]=[C:2]1[NH:1][CH2:6][CH2:5][N:4]([C:9]([O:11][C:12]([CH3:15])([CH3:14])[CH3:13])=[O:8])[CH2:3]1. The catalyst class is: 10. (2) Reactant: [CH2:1]([N:8]1[CH2:12][C@H:11]2[C@@H:13]([NH:16][S:17]([C:20]3[CH:25]=[CH:24][CH:23]=[C:22]([C:26]([F:29])([F:28])[F:27])[CH:21]=3)(=[O:19])=[O:18])[CH2:14][CH2:15][C@H:10]2[CH2:9]1)[C:2]1C=CC=[CH:4][CH:3]=1.[O:30]1CCCC1. Product: [OH:30][CH2:4][CH2:3][CH2:2][CH2:1][N:8]1[CH2:12][C@H:11]2[C@@H:13]([NH:16][S:17]([C:20]3[CH:25]=[CH:24][CH:23]=[C:22]([C:26]([F:29])([F:28])[F:27])[CH:21]=3)(=[O:19])=[O:18])[CH2:14][CH2:15][C@H:10]2[CH2:9]1. The catalyst class is: 723. (3) Reactant: Br[CH2:2][C:3]1[N:13]=[CH:12][C:11]([I:14])=[CH:10][C:4]=1[C:5]([O:7][CH2:8][CH3:9])=[O:6].[CH3:15][C:16]1[CH:21]=[CH:20][C:19]([S:22]([NH:25][CH2:26][C:27]([O:29][CH2:30][CH3:31])=[O:28])(=[O:24])=[O:23])=[CH:18][CH:17]=1.[O-]CC.[Na+]. Product: [CH2:30]([O:29][C:27](=[O:28])[CH2:26][N:25]([CH2:2][C:3]1[N:13]=[CH:12][C:11]([I:14])=[CH:10][C:4]=1[C:5]([O:7][CH2:8][CH3:9])=[O:6])[S:22]([C:19]1[CH:18]=[CH:17][C:16]([CH3:15])=[CH:21][CH:20]=1)(=[O:23])=[O:24])[CH3:31]. The catalyst class is: 8. (4) Reactant: [Cl:1][C:2]1[C:3]2[N:4]([C:8]([C@@H:11]3[O:16][CH2:15][C@H:14]4[CH2:17][CH2:18][C:19](=[O:20])[N:13]4[CH2:12]3)=[N:9][CH:10]=2)[CH:5]=[CH:6][N:7]=1.[Br:21]N1C(=O)CCC1=O. Product: [Br:21][C:10]1[N:9]=[C:8]([C@@H:11]2[O:16][CH2:15][C@H:14]3[CH2:17][CH2:18][C:19](=[O:20])[N:13]3[CH2:12]2)[N:4]2[CH:5]=[CH:6][N:7]=[C:2]([Cl:1])[C:3]=12. The catalyst class is: 23. (5) Product: [Cl:34][C:35]1[CH:42]=[CH:41][CH:40]=[CH:39][C:36]=1[CH2:37][NH:38][C:28]([C:11]1[C:10]([OH:32])=[C:9]([C:7]([NH:6][CH2:5][C:4]([OH:3])=[O:33])=[O:8])[C:14](=[O:15])[N:13]([CH2:16][C:17]2[CH:22]=[CH:21][CH:20]=[CH:19][C:18]=2[C:23]([F:24])([F:26])[F:25])[C:12]=1[OH:27])=[O:30]. Reactant: C([O:3][C:4](=[O:33])[CH2:5][NH:6][C:7]([C:9]1[C:14](=[O:15])[N:13]([CH2:16][C:17]2[CH:22]=[CH:21][CH:20]=[CH:19][C:18]=2[C:23]([F:26])([F:25])[F:24])[C:12]([OH:27])=[C:11]([C:28]([O:30]C)=O)[C:10]=1[OH:32])=[O:8])C.[Cl:34][C:35]1[CH:42]=[CH:41][CH:40]=[CH:39][C:36]=1[CH2:37][NH2:38]. The catalyst class is: 33.